This data is from Reaction yield outcomes from USPTO patents with 853,638 reactions. The task is: Predict the reaction yield, written as a fraction of the theoretical maximum amount of product (1.0 means a 100% yield; for example, 0.34 means a 34% yield). The reactants are ClC1C=CC(Cl)=CC=1SCC(O)=O.[F:14][C:15]1[CH:20]=[CH:19][C:18]([SH:21])=[CH:17][CH:16]=1.[OH-].[K+].Br[CH2:25][CH2:26][CH2:27][CH2:28][CH2:29][C:30]([O:32]CC)=[O:31]. The catalyst is O.C(O)C. The product is [F:14][C:15]1[CH:20]=[CH:19][C:18]([S:21][CH2:25][CH2:26][CH2:27][CH2:28][CH2:29][C:30]([OH:32])=[O:31])=[CH:17][CH:16]=1. The yield is 0.880.